From a dataset of Experimentally validated miRNA-target interactions with 360,000+ pairs, plus equal number of negative samples. Binary Classification. Given a miRNA mature sequence and a target amino acid sequence, predict their likelihood of interaction. (1) The miRNA is hsa-miR-526b-3p with sequence GAAAGUGCUUCCUUUUAGAGGC. The protein sequence of the target gene is MGQDYYSVLGITRNSEDAQIKQAYRRLALKHHPLKSNEPSSAEIFRQIAEAYDVLSDPMKRGIYDKFGEEGLKGGIPLEFGSQTPWTTGYVFHGKPEKVFHEFFGGNNPFSEFFDAEGSEVDLNFGGLQGRGVKKQDPQVERDLYLSLEDLFFGCTKKIKISRRVLNEDGYSSTIKDKILTIDVKPGWRQGTRITFEKEGDQGPNIIPADIIFIVKEKLHPRFRRENDNLFFVNPIPLGKALTCCTVEVRTLDDRLLNIPINDIIHPKYFKKVPGEGMPLPEDPTKKGDLFIFFDIQFPT.... Result: 1 (interaction). (2) The miRNA is hsa-miR-7157-5p with sequence UCAGCAUUCAUUGGCACCAGAGA. The protein sequence of the target gene is MDDYMVLRMIGEGSFGRALLVQHESSNQMFAMKEIRLPKSFSNTQNSRKEAVLLAKMKHPNIVAFKESFEAEGHLYIVMEYCDGGDLMQKIKQQKGKLFPEDMILNWFTQMCLGVNHIHKKRVLHRDIKSKNIFLTQNGKVKLGDFGSARLLSNPMAFACTYVGTPYYVPPEIWENLPYNNKSDIWSLGCILYELCTLKHPFQANSWKNLILKVCQGCISPLPSHYSYELQFLVKQMFKRNPSHRPSATTLLSRGIVARLVQKCLPPEIIMEYGEEVLEEIKNSKHNTPRKKTNPSRIRI.... Result: 0 (no interaction). (3) The protein sequence of the target gene is MDFEDDYTHSACRNTYQGFNGMDRDYGPGSYGGMDRDYGHGSYGGQRSMDSYLNQSYGMDNHSGGGGGSRFGPYESYDSRSSLGGRDLYRSGYGFNEPEQSRFGGSYGGRFESSYRNSLDSFGGRNQGGSSWEAPYSRSKLRPGFMEDRGRENYSSYSSFSSPHMKPAPVGSRGRGTPAYPESTFGSRNYDAFGGPSTGRGRGRGHMGDFGSIHRPGIVVDYQNKSTNVTVAAARGIKRKMMQPFNKPSGTFIKKPKLAKPMEKISLSKSPTKTDPKNEEEEKRRIEARREKQRRRREKN.... Result: 0 (no interaction). The miRNA is hsa-miR-6842-5p with sequence UGGGGGUGGUCUCUAGCCAAGG. (4) The miRNA is hsa-miR-93-5p with sequence CAAAGUGCUGUUCGUGCAGGUAG. The protein sequence of the target gene is MKVSTLRESSAMASPLPREMEEELVPTGSEPGDTRAKPPVKPKPRALPAKPALPAKPSLLVPVGPRPPRGPLAELPSARKMNMLAGPQPYGGSKRPLPFAPRPAVEASTGGEATQETGKEEAGKEEPPPLTPPARCAAPGGVRKAPAPFRPASERFAATTVEEILAKMEQPRKEVLASPDRLWGSRLTFNHDGSSRYGPRTYGTTTAPRDEDGSTLFRGWSQEGPVKSPAECREEHSKTPEERSLPSDLAFNGDLAKAASSELPADISKPWIPSSPAPSSENGGPASPGLPAEASGSGPG.... Result: 1 (interaction). (5) The miRNA is hsa-miR-301b-3p with sequence CAGUGCAAUGAUAUUGUCAAAGC. The protein sequence of the target gene is MSLTSWFLVSSGGTRHRLPREMIFVGRDDCELMLQSRSVDKQHAVINYDASTDEHLVKDLGSLNGTFVNDVRIPEQTYITLKLEDKLRFGYDTNLFTVVQGEMRVPEEALKHEKFTIQLQLSQKSSESELSKSASAKSIDSKVADAATEVQHKTTEALKSEEKAMDISAMPRGTPLYGQPSWWGDDEVDEKRAFKTNGKPEEKNHEAGTSGCGIDAKQVEEQSAAANEEVLFPFCREPSYFEIPTKEFQQPSQITESTIHEIPTKDTPSSHITGAGHASFTIEFDDSTPGKVTIRDHVTK.... Result: 1 (interaction). (6) Result: 0 (no interaction). The protein sequence of the target gene is MSAKDERARDILRGFKLNWMNLRDAETGKILWQGTEDLSVPGVEHEARVPKKILKCKAVSRELNFSSAEQMEKFRLEQKVYFKGQCLEEWFFEFGFVIPNSTNTWQSLIEAAPESQMMPASVLTGNVIIETKFFDDDLLVSTSKVRLFYV. The miRNA is mmu-miR-5107-5p with sequence UGGGCAGAGGAGGCAGGGACA. (7) The miRNA is hsa-miR-511-5p with sequence GUGUCUUUUGCUCUGCAGUCA. The protein sequence of the target gene is MMSIQEKSKENSSKVTKKSDDKNSETEIQDSQKNLAKKSGPKETIKSQAKSSSESKINQPELETRMSTRSSKAASNDKATKSINKNTVTVRGYSQESTKKKLSQKKLVHENPKANEQLNRRSQRLQQLTEVSRRSLRSREIQGQVQAVKQSLPPTKKEQCSSTQSKSNKTSQKHVKRKVLEVKSDSKEDENLVINEVINSPKGKKRKVEHQTACACSSQCTQGSEKCPQKTTRRDETKPVPVTSEVKRSKMATSVVPKKNEMKKSVHTQVNTNTTLPKSPQPSVPEQSDNELEQAGKSKR.... Result: 0 (no interaction).